From a dataset of NCI-60 drug combinations with 297,098 pairs across 59 cell lines. Regression. Given two drug SMILES strings and cell line genomic features, predict the synergy score measuring deviation from expected non-interaction effect. (1) Drug 1: CS(=O)(=O)C1=CC(=C(C=C1)C(=O)NC2=CC(=C(C=C2)Cl)C3=CC=CC=N3)Cl. Drug 2: CC1=C(C(CCC1)(C)C)C=CC(=CC=CC(=CC(=O)O)C)C. Cell line: SK-MEL-28. Synergy scores: CSS=1.29, Synergy_ZIP=3.77, Synergy_Bliss=7.03, Synergy_Loewe=-0.875, Synergy_HSA=-0.321. (2) Drug 1: CC(CN1CC(=O)NC(=O)C1)N2CC(=O)NC(=O)C2. Drug 2: CC1=C2C(C(=O)C3(C(CC4C(C3C(C(C2(C)C)(CC1OC(=O)C(C(C5=CC=CC=C5)NC(=O)OC(C)(C)C)O)O)OC(=O)C6=CC=CC=C6)(CO4)OC(=O)C)O)C)O. Cell line: OVCAR3. Synergy scores: CSS=56.8, Synergy_ZIP=-3.40, Synergy_Bliss=-4.06, Synergy_Loewe=-21.5, Synergy_HSA=-1.93. (3) Drug 1: C1CN1C2=NC(=NC(=N2)N3CC3)N4CC4. Drug 2: C1CCC(C(C1)N)N.C(=O)(C(=O)[O-])[O-].[Pt+4]. Cell line: MALME-3M. Synergy scores: CSS=21.7, Synergy_ZIP=-6.19, Synergy_Bliss=2.09, Synergy_Loewe=1.18, Synergy_HSA=5.04. (4) Drug 1: C1=CC(=CC=C1CCCC(=O)O)N(CCCl)CCCl. Drug 2: CCN(CC)CCNC(=O)C1=C(NC(=C1C)C=C2C3=C(C=CC(=C3)F)NC2=O)C. Cell line: UO-31. Synergy scores: CSS=12.5, Synergy_ZIP=-5.99, Synergy_Bliss=-4.90, Synergy_Loewe=-3.43, Synergy_HSA=-3.22. (5) Drug 1: C1=NC2=C(N=C(N=C2N1C3C(C(C(O3)CO)O)O)F)N. Drug 2: C1C(C(OC1N2C=NC3=C2NC=NCC3O)CO)O. Cell line: SF-268. Synergy scores: CSS=-1.57, Synergy_ZIP=0.445, Synergy_Bliss=-0.0692, Synergy_Loewe=-2.15, Synergy_HSA=-1.78. (6) Drug 1: CCC1(CC2CC(C3=C(CCN(C2)C1)C4=CC=CC=C4N3)(C5=C(C=C6C(=C5)C78CCN9C7C(C=CC9)(C(C(C8N6C)(C(=O)OC)O)OC(=O)C)CC)OC)C(=O)OC)O.OS(=O)(=O)O. Drug 2: CN1C2=C(C=C(C=C2)N(CCCl)CCCl)N=C1CCCC(=O)O.Cl. Cell line: MCF7. Synergy scores: CSS=38.8, Synergy_ZIP=0.0859, Synergy_Bliss=0.425, Synergy_Loewe=-36.1, Synergy_HSA=1.35. (7) Drug 1: CC1=C2C(C(=O)C3(C(CC4C(C3C(C(C2(C)C)(CC1OC(=O)C(C(C5=CC=CC=C5)NC(=O)OC(C)(C)C)O)O)OC(=O)C6=CC=CC=C6)(CO4)OC(=O)C)OC)C)OC. Drug 2: C1=NC(=NC(=O)N1C2C(C(C(O2)CO)O)O)N. Cell line: SNB-75. Synergy scores: CSS=22.5, Synergy_ZIP=1.02, Synergy_Bliss=2.13, Synergy_Loewe=-31.7, Synergy_HSA=0.683. (8) Drug 1: CC1=C(C(CCC1)(C)C)C=CC(=CC=CC(=CC(=O)O)C)C. Drug 2: CC12CCC3C(C1CCC2O)C(CC4=C3C=CC(=C4)O)CCCCCCCCCS(=O)CCCC(C(F)(F)F)(F)F. Cell line: HL-60(TB). Synergy scores: CSS=46.1, Synergy_ZIP=-3.98, Synergy_Bliss=-9.90, Synergy_Loewe=-18.3, Synergy_HSA=-12.9.